This data is from Full USPTO retrosynthesis dataset with 1.9M reactions from patents (1976-2016). The task is: Predict the reactants needed to synthesize the given product. (1) Given the product [NH2:1][C:2]1[C:3]2[C:11](=[O:12])[C:10]([I:13])=[CH:9][NH:8][C:4]=2[N:5]=[CH:6][N:7]=1, predict the reactants needed to synthesize it. The reactants are: [NH2:1][C:2]1[C:3]2[C:11](=[O:12])[CH:10]=[CH:9][NH:8][C:4]=2[N:5]=[CH:6][N:7]=1.[I:13]N1C(=O)CCC1=O. (2) Given the product [CH3:2][S:3]([C:6]1[CH:12]=[CH:11][C:9]([NH:10][C:17]([C:19]2[CH:24]=[CH:23][N:22]=[CH:21][CH:20]=2)=[NH:18])=[CH:8][CH:7]=1)(=[O:4])=[O:5], predict the reactants needed to synthesize it. The reactants are: Cl.[CH3:2][S:3]([C:6]1[CH:12]=[CH:11][C:9]([NH2:10])=[CH:8][CH:7]=1)(=[O:5])=[O:4].C[Al](C)C.[C:17]([C:19]1[CH:24]=[CH:23][N:22]=[CH:21][CH:20]=1)#[N:18].O.